From a dataset of Forward reaction prediction with 1.9M reactions from USPTO patents (1976-2016). Predict the product of the given reaction. (1) Given the reactants [F:1][C:2]([F:15])([F:14])[C:3]1[CH:8]=[CH:7][C:6]([CH2:9][S:10](Cl)(=[O:12])=[O:11])=[CH:5][CH:4]=1.[NH2:16][C:17]1[C:18]([O:24]C)=[N:19][C:20]([Cl:23])=[CH:21][CH:22]=1, predict the reaction product. The product is: [Cl:23][C:20]1[N:19]=[C:18]([OH:24])[C:17]([NH:16][S:10]([CH2:9][C:6]2[CH:7]=[CH:8][C:3]([C:2]([F:15])([F:14])[F:1])=[CH:4][CH:5]=2)(=[O:12])=[O:11])=[CH:22][CH:21]=1. (2) Given the reactants [OH:1][C:2]1[CH:7]=[CH:6][C:5]([S:8][C:9]2[CH:14]=[CH:13][C:12]([OH:15])=[C:11]([CH3:16])[CH:10]=2)=[CH:4][C:3]=1[CH3:17].C([O-])([O-])=O.[Cs+].[Cs+].CN(C=O)C.Br[CH2:30][C:31]([O:33][C:34]([CH3:37])([CH3:36])[CH3:35])=[O:32], predict the reaction product. The product is: [C:34]([O:33][C:31](=[O:32])[CH2:30][O:1][C:2]1[CH:7]=[CH:6][C:5]([S:8][C:9]2[CH:14]=[CH:13][C:12]([OH:15])=[C:11]([CH3:16])[CH:10]=2)=[CH:4][C:3]=1[CH3:17])([CH3:37])([CH3:36])[CH3:35]. (3) Given the reactants [Cl:1][C:2]1[CH:7]=[CH:6][C:5]([C:8]2[CH:12]=[C:11]([C:13]3[CH:14]=[C:15]([CH:21]=[CH:22][CH:23]=3)[C:16]([O:18]CC)=[O:17])[O:10][N:9]=2)=[CH:4][CH:3]=1.Cl, predict the reaction product. The product is: [Cl:1][C:2]1[CH:3]=[CH:4][C:5]([C:8]2[CH:12]=[C:11]([C:13]3[CH:14]=[C:15]([CH:21]=[CH:22][CH:23]=3)[C:16]([OH:18])=[O:17])[O:10][N:9]=2)=[CH:6][CH:7]=1.